From a dataset of Peptide-MHC class II binding affinity with 134,281 pairs from IEDB. Regression. Given a peptide amino acid sequence and an MHC pseudo amino acid sequence, predict their binding affinity value. This is MHC class II binding data. (1) The peptide sequence is TLYGPQLSQKIVQIN. The MHC is DRB1_0701 with pseudo-sequence DRB1_0701. The binding affinity (normalized) is 0.692. (2) The peptide sequence is EKKYFAATQFRPLAA. The MHC is DRB1_0101 with pseudo-sequence DRB1_0101. The binding affinity (normalized) is 0.768. (3) The peptide sequence is YDKFLANVSTVLTGV. The MHC is DRB1_0404 with pseudo-sequence DRB1_0404. The binding affinity (normalized) is 0.767. (4) The peptide sequence is EKKYFAATQFEPFAA. The MHC is DRB1_0101 with pseudo-sequence DRB1_0101. The binding affinity (normalized) is 0.560.